This data is from Catalyst prediction with 721,799 reactions and 888 catalyst types from USPTO. The task is: Predict which catalyst facilitates the given reaction. (1) Reactant: [C:1]([NH:5][C:6]([CH2:25][CH2:26][C:27]([O:29][C:30]([CH3:33])([CH3:32])[CH3:31])=[O:28])([CH2:16][CH2:17][C:18]([O:20][C:21]([CH3:24])([CH3:23])[CH3:22])=[O:19])[CH2:7][CH2:8][C:9]([O:11][C:12]([CH3:15])([CH3:14])[CH3:13])=[O:10])(=[O:4])[CH:2]=[CH2:3].[CH3:34][N+:35]([O-:37])=[O:36].C(Cl)(Cl)Cl. Product: [C:30]([O:29][C:27]([CH2:26][CH2:25][C:6]([NH:5][C:1](=[O:4])[CH:2]=[C:3]=[CH:34][N+:35]([O-:37])=[O:36])([CH2:7][CH2:8][C:9]([O:11][C:12]([CH3:15])([CH3:13])[CH3:14])=[O:10])[CH2:16][CH2:17][C:18]([O:20][C:21]([CH3:22])([CH3:23])[CH3:24])=[O:19])=[O:28])([CH3:33])([CH3:32])[CH3:31]. The catalyst class is: 22. (2) Reactant: C([O:8][CH2:9][CH2:10][CH2:11][CH2:12][CH2:13][CH2:14][CH2:15][CH2:16][CH2:17][CH2:18][CH2:19][CH2:20][CH2:21][CH2:22][CH2:23][CH2:24][CH2:25][CH2:26][C:27]1[CH:32]=[CH:31][C:30]([I:33])=[CH:29][CH:28]=1)C1C=CC=CC=1.C1(OC)C=CC=CC=1.[Cl-].[Al+3].[Cl-].[Cl-]. Product: [I:33][C:30]1[CH:29]=[CH:28][C:27]([CH2:26][CH2:25][CH2:24][CH2:23][CH2:22][CH2:21][CH2:20][CH2:19][CH2:18][CH2:17][CH2:16][CH2:15][CH2:14][CH2:13][CH2:12][CH2:11][CH2:10][CH2:9][OH:8])=[CH:32][CH:31]=1. The catalyst class is: 4. (3) Reactant: [BH4-].[Li+].[CH2:3]([O:5][CH2:6][CH2:7][O:8][C:9]1[CH:10]=[C:11]([CH:16]=[CH:17][C:18]=1[I:19])[C:12](OC)=[O:13])[CH3:4].Cl. Product: [CH2:3]([O:5][CH2:6][CH2:7][O:8][C:9]1[CH:10]=[C:11]([CH2:12][OH:13])[CH:16]=[CH:17][C:18]=1[I:19])[CH3:4]. The catalyst class is: 7. (4) Reactant: C[O:2][C:3]([C:5]1([C:9]2[CH:14]=[CH:13][C:12]([NH:15][C:16]3[N:21]=[C:20]([NH:22][CH3:23])[CH:19]=[C:18]([C:24]4[CH:29]=[CH:28][CH:27]=[CH:26][CH:25]=4)[N:17]=3)=[CH:11][CH:10]=2)[CH2:8][CH2:7][CH2:6]1)=[O:4].[OH-].[Na+]. Product: [CH3:23][NH:22][C:20]1[CH:19]=[C:18]([C:24]2[CH:25]=[CH:26][CH:27]=[CH:28][CH:29]=2)[N:17]=[C:16]([NH:15][C:12]2[CH:11]=[CH:10][C:9]([C:5]3([C:3]([OH:4])=[O:2])[CH2:8][CH2:7][CH2:6]3)=[CH:14][CH:13]=2)[N:21]=1. The catalyst class is: 24. (5) Reactant: [OH-].[Na+].C([O:5][C:6]([C:8]1[C:12]([CH3:13])=[C:11]([Si:14]([CH:21]([CH3:23])[CH3:22])([CH:18]([CH3:20])[CH3:19])[CH:15]([CH3:17])[CH3:16])[NH:10][N:9]=1)=[O:7])C.Cl. Product: [CH3:13][C:12]1[C:8]([C:6]([OH:7])=[O:5])=[N:9][NH:10][C:11]=1[Si:14]([CH:21]([CH3:23])[CH3:22])([CH:18]([CH3:20])[CH3:19])[CH:15]([CH3:16])[CH3:17]. The catalyst class is: 14. (6) Reactant: [NH2:1][C:2]1[CH:3]=[C:4]([C:8]2[N:13]=[C:12]([NH:14][CH2:15][C:16]3[CH:21]=[CH:20][CH:19]=[CH:18][N:17]=3)[C:11]3=[C:22]([C:25]4[CH:30]=[CH:29][CH:28]=[CH:27][CH:26]=4)[CH:23]=[CH:24][N:10]3[N:9]=2)[CH:5]=[N:6][CH:7]=1.N1C=CC=CC=1.[CH3:37][S:38](Cl)(=[O:40])=[O:39]. Product: [C:25]1([C:22]2[CH:23]=[CH:24][N:10]3[C:11]=2[C:12]([NH:14][CH2:15][C:16]2[CH:21]=[CH:20][CH:19]=[CH:18][N:17]=2)=[N:13][C:8]([C:4]2[CH:3]=[C:2]([NH:1][S:38]([CH3:37])(=[O:40])=[O:39])[CH:7]=[N:6][CH:5]=2)=[N:9]3)[CH:30]=[CH:29][CH:28]=[CH:27][CH:26]=1. The catalyst class is: 34. (7) Product: [Br:1][C:5]1[C:4]([Cl:3])=[C:8]([CH3:9])[NH:7][C:6]=1[C:10]([O:12][CH2:13][CH3:14])=[O:11]. Reactant: [Br:1]Br.[Cl:3][C:4]1[CH:5]=[C:6]([C:10]([O:12][CH2:13][CH3:14])=[O:11])[NH:7][C:8]=1[CH3:9].CCN(CC)CC.OS([O-])=O.[Na+]. The catalyst class is: 2. (8) Reactant: [NH2:1][C@@H:2]([C:8]1[CH:13]=[CH:12][C:11]([O:14][CH3:15])=[C:10]([O:16][CH3:17])[CH:9]=1)[CH2:3][C:4]([O:6]C)=[O:5].[OH-].[Na+]. Product: [NH2:1][C@@H:2]([C:8]1[CH:13]=[CH:12][C:11]([O:14][CH3:15])=[C:10]([O:16][CH3:17])[CH:9]=1)[CH2:3][C:4]([OH:6])=[O:5]. The catalyst class is: 5. (9) Reactant: [C:1]([C:5]1[CH:6]=[C:7]2[C:12](=[CH:13][CH:14]=1)[C:11](=[O:15])[NH:10][C:9](=[O:16])[CH2:8]2)([CH3:4])([CH3:3])[CH3:2].[CH:17](OC)(OC)[O:18][CH3:19]. Product: [C:1]([C:5]1[CH:6]=[C:7]2[C:12](=[CH:13][CH:14]=1)[C:11](=[O:15])[NH:10][C:9](=[O:16])/[C:8]/2=[CH:17]/[O:18][CH3:19])([CH3:4])([CH3:2])[CH3:3]. The catalyst class is: 15. (10) Reactant: [CH3:1][NH:2][C:3]([C:5]1[C:13]2[C:8](=[CH:9][CH:10]=[CH:11][CH:12]=2)[N:7]([CH3:14])[N:6]=1)=O.[H-].[H-].[H-].[H-].[Li+].[Al+3]. Product: [CH3:14][N:7]1[C:8]2[C:13](=[CH:12][CH:11]=[CH:10][CH:9]=2)[C:5]([CH2:3][NH:2][CH3:1])=[N:6]1. The catalyst class is: 1.